This data is from Catalyst prediction with 721,799 reactions and 888 catalyst types from USPTO. The task is: Predict which catalyst facilitates the given reaction. Reactant: [Cl:1][C:2]1[CH:3]=[CH:4][C:5]2[NH:11][C:10]3[CH:12]=[CH:13][CH:14]=[CH:15][C:9]=3[C:8]([N:16]3[CH2:21][CH2:20][NH:19][CH2:18][CH2:17]3)=[N:7][C:6]=2[CH:22]=1.I[CH:24]([OH:26])[CH3:25].C(=O)([O-])[O-].[Cs+].[Cs+]. Product: [Cl:1][C:2]1[CH:3]=[CH:4][C:5]2[NH:11][C:10]3[CH:12]=[CH:13][CH:14]=[CH:15][C:9]=3[C:8]([N:16]3[CH2:21][CH2:20][N:19]([CH2:25][CH2:24][OH:26])[CH2:18][CH2:17]3)=[N:7][C:6]=2[CH:22]=1. The catalyst class is: 10.